This data is from Carcinogenicity classification data from Lagunin et al.. The task is: Regression/Classification. Given a drug SMILES string, predict its toxicity properties. Task type varies by dataset: regression for continuous values (e.g., LD50, hERG inhibition percentage) or binary classification for toxic/non-toxic outcomes (e.g., AMES mutagenicity, cardiotoxicity, hepatotoxicity). Dataset: carcinogens_lagunin. (1) The molecule is Nc1ncnc2c1ncn2C1O[C@H](CO)[C@@H](O)[C@@H]1O. The result is 0 (non-carcinogenic). (2) The compound is CCCCNNCCCC. The result is 1 (carcinogenic). (3) The drug is CCN(CC)C(=O)N1CCN(C)CC1. The result is 0 (non-carcinogenic). (4) The drug is O=C/C=C\O. The result is 1 (carcinogenic). (5) The molecule is COc1c2c(nc3ccccc13)OC(C(C)(O)CO)C2. The result is 0 (non-carcinogenic).